This data is from NCI-60 drug combinations with 297,098 pairs across 59 cell lines. The task is: Regression. Given two drug SMILES strings and cell line genomic features, predict the synergy score measuring deviation from expected non-interaction effect. (1) Drug 1: C1CN(P(=O)(OC1)NCCCl)CCCl. Drug 2: C1C(C(OC1N2C=NC(=NC2=O)N)CO)O. Cell line: HL-60(TB). Synergy scores: CSS=11.6, Synergy_ZIP=9.21, Synergy_Bliss=24.8, Synergy_Loewe=-5.05, Synergy_HSA=7.91. (2) Drug 1: CC1C(C(CC(O1)OC2CC(OC(C2O)C)OC3=CC4=CC5=C(C(=O)C(C(C5)C(C(=O)C(C(C)O)O)OC)OC6CC(C(C(O6)C)O)OC7CC(C(C(O7)C)O)OC8CC(C(C(O8)C)O)(C)O)C(=C4C(=C3C)O)O)O)O. Drug 2: C(CC(=O)O)C(=O)CN.Cl. Cell line: HL-60(TB). Synergy scores: CSS=56.3, Synergy_ZIP=-0.0155, Synergy_Bliss=-0.681, Synergy_Loewe=-33.7, Synergy_HSA=-0.919. (3) Drug 1: CCC1=CC2CC(C3=C(CN(C2)C1)C4=CC=CC=C4N3)(C5=C(C=C6C(=C5)C78CCN9C7C(C=CC9)(C(C(C8N6C)(C(=O)OC)O)OC(=O)C)CC)OC)C(=O)OC.C(C(C(=O)O)O)(C(=O)O)O. Drug 2: COC1=C2C(=CC3=C1OC=C3)C=CC(=O)O2. Cell line: IGROV1. Synergy scores: CSS=36.5, Synergy_ZIP=0.917, Synergy_Bliss=2.86, Synergy_Loewe=-34.5, Synergy_HSA=2.55. (4) Cell line: SNB-19. Synergy scores: CSS=-2.23, Synergy_ZIP=-0.114, Synergy_Bliss=-2.85, Synergy_Loewe=-4.49, Synergy_HSA=-4.47. Drug 1: CN(C)C1=NC(=NC(=N1)N(C)C)N(C)C. Drug 2: CCCCCOC(=O)NC1=NC(=O)N(C=C1F)C2C(C(C(O2)C)O)O. (5) Drug 1: CC1CCC2CC(C(=CC=CC=CC(CC(C(=O)C(C(C(=CC(C(=O)CC(OC(=O)C3CCCCN3C(=O)C(=O)C1(O2)O)C(C)CC4CCC(C(C4)OC)OCCO)C)C)O)OC)C)C)C)OC. Drug 2: CN1C2=C(C=C(C=C2)N(CCCl)CCCl)N=C1CCCC(=O)O.Cl. Cell line: T-47D. Synergy scores: CSS=13.7, Synergy_ZIP=0.556, Synergy_Bliss=6.10, Synergy_Loewe=1.15, Synergy_HSA=1.02. (6) Drug 1: C1CCC(C(C1)N)N.C(=O)(C(=O)[O-])[O-].[Pt+4]. Drug 2: C(CN)CNCCSP(=O)(O)O. Cell line: HCC-2998. Synergy scores: CSS=16.7, Synergy_ZIP=-3.94, Synergy_Bliss=-3.17, Synergy_Loewe=-5.02, Synergy_HSA=0.0231. (7) Drug 1: CC(CN1CC(=O)NC(=O)C1)N2CC(=O)NC(=O)C2. Drug 2: C1=NNC2=C1C(=O)NC=N2. Cell line: NCI-H522. Synergy scores: CSS=29.7, Synergy_ZIP=-5.73, Synergy_Bliss=0.676, Synergy_Loewe=-2.29, Synergy_HSA=3.19. (8) Drug 1: CC=C1C(=O)NC(C(=O)OC2CC(=O)NC(C(=O)NC(CSSCCC=C2)C(=O)N1)C(C)C)C(C)C. Drug 2: N.N.Cl[Pt+2]Cl. Cell line: KM12. Synergy scores: CSS=79.3, Synergy_ZIP=-1.90, Synergy_Bliss=-2.19, Synergy_Loewe=-1.51, Synergy_HSA=1.00. (9) Drug 1: CS(=O)(=O)CCNCC1=CC=C(O1)C2=CC3=C(C=C2)N=CN=C3NC4=CC(=C(C=C4)OCC5=CC(=CC=C5)F)Cl. Drug 2: CC12CCC3C(C1CCC2OP(=O)(O)O)CCC4=C3C=CC(=C4)OC(=O)N(CCCl)CCCl.[Na+]. Cell line: SNB-75. Synergy scores: CSS=1.52, Synergy_ZIP=-0.390, Synergy_Bliss=0.140, Synergy_Loewe=0.471, Synergy_HSA=0.123. (10) Drug 1: CC(C1=C(C=CC(=C1Cl)F)Cl)OC2=C(N=CC(=C2)C3=CN(N=C3)C4CCNCC4)N. Drug 2: C1CC(=O)NC(=O)C1N2CC3=C(C2=O)C=CC=C3N. Cell line: OVCAR-8. Synergy scores: CSS=5.17, Synergy_ZIP=-0.0886, Synergy_Bliss=1.85, Synergy_Loewe=1.42, Synergy_HSA=1.90.